Dataset: Forward reaction prediction with 1.9M reactions from USPTO patents (1976-2016). Task: Predict the product of the given reaction. (1) Given the reactants [C:1]([O:5][C:6]([N:8]1[CH2:23][CH2:22][CH2:21][C:9]21[C:12](=[O:13])[N:11]([C@@H:14]([C@H:18]([OH:20])[CH3:19])[C:15](O)=[O:16])[CH2:10]2)=[O:7])([CH3:4])([CH3:3])[CH3:2].CCN(C(C)C)C(C)C.CN([P+](ON1N=NC2C=CC=CC1=2)(N(C)C)N(C)C)C.F[P-](F)(F)(F)(F)F.[O:60]1[CH:64]=[N:63][N:62]=[C:61]1[CH2:65][NH2:66], predict the reaction product. The product is: [O:60]1[CH:64]=[N:63][N:62]=[C:61]1[CH2:65][NH:66][C:15](=[O:16])[C@@H:14]([N:11]1[CH2:10][C:9]2([CH2:21][CH2:22][CH2:23][N:8]2[C:6]([O:5][C:1]([CH3:2])([CH3:3])[CH3:4])=[O:7])[C:12]1=[O:13])[C@H:18]([OH:20])[CH3:19]. (2) Given the reactants Cl.[NH2:2][C@@H:3]([CH2:25][CH:26]1[CH2:30][CH2:29][CH2:28][CH2:27]1)[C:4]([NH:6][C@H:7]1[CH2:13][CH2:12][C@@H:11]([CH3:14])[N:10]([S:15]([C:18]2[CH:23]=[CH:22][CH:21]=[CH:20][N:19]=2)(=[O:17])=[O:16])[CH2:9][C@@H:8]1[OH:24])=[O:5].[S:31]1[CH:35]=[CH:34][N:33]=[C:32]1[C:36](O)=[O:37].CC(OI1(OC(C)=O)(OC(C)=O)OC(=O)C2C=CC=CC1=2)=O, predict the reaction product. The product is: [CH:26]1([CH2:25][C@H:3]([NH:2][C:36]([C:32]2[S:31][CH:35]=[CH:34][N:33]=2)=[O:37])[C:4](=[O:5])[NH:6][C@H:7]2[CH2:13][CH2:12][C@@H:11]([CH3:14])[N:10]([S:15]([C:18]3[CH:23]=[CH:22][CH:21]=[CH:20][N:19]=3)(=[O:16])=[O:17])[CH2:9][C:8]2=[O:24])[CH2:27][CH2:28][CH2:29][CH2:30]1.